Dataset: Forward reaction prediction with 1.9M reactions from USPTO patents (1976-2016). Task: Predict the product of the given reaction. Given the reactants [F:1][C:2]1[CH:7]=[C:6]([C:8](C)=[CH2:9])[CH:5]=[CH:4][C:3]=1[C@@H:11]([NH:13][C:14](=[O:20])[O:15][C:16]([CH3:19])([CH3:18])[CH3:17])[CH3:12].C(Cl)Cl.CSC.CC[O:29]C(C)=O.CCCCCCC, predict the reaction product. The product is: [C:8]([C:6]1[CH:5]=[CH:4][C:3]([C@@H:11]([NH:13][C:14](=[O:20])[O:15][C:16]([CH3:19])([CH3:18])[CH3:17])[CH3:12])=[C:2]([F:1])[CH:7]=1)(=[O:29])[CH3:9].